This data is from Catalyst prediction with 721,799 reactions and 888 catalyst types from USPTO. The task is: Predict which catalyst facilitates the given reaction. (1) Reactant: [OH:1][CH2:2][CH2:3][CH2:4][CH2:5][C:6]1[S:10][C:9]([C:11]([O:13][CH2:14][CH3:15])=[O:12])=[N:8][N:7]=1.[CH3:16][S:17](Cl)(=[O:19])=[O:18]. Product: [CH3:16][S:17]([O:1][CH2:2][CH2:3][CH2:4][CH2:5][C:6]1[S:10][C:9]([C:11]([O:13][CH2:14][CH3:15])=[O:12])=[N:8][N:7]=1)(=[O:19])=[O:18]. The catalyst class is: 2. (2) Reactant: [CH3:1][C:2]1[CH:3]=[C:4]([O:15][C:16]2[C:25]3[C:20](=[CH:21][C:22]([OH:28])=[C:23]([O:26][CH3:27])[CH:24]=3)[N:19]=[CH:18][CH:17]=2)[C:5]([C:9]2[CH:14]=[CH:13][CH:12]=[CH:11][CH:10]=2)=[N:6][C:7]=1[CH3:8].C(=O)([O-])[O-].[K+].[K+].Br[CH2:36][CH2:37][OH:38]. Product: [CH3:1][C:2]1[CH:3]=[C:4]([O:15][C:16]2[C:25]3[C:20](=[CH:21][C:22]([O:28][CH2:36][CH2:37][OH:38])=[C:23]([O:26][CH3:27])[CH:24]=3)[N:19]=[CH:18][CH:17]=2)[C:5]([C:9]2[CH:10]=[CH:11][CH:12]=[CH:13][CH:14]=2)=[N:6][C:7]=1[CH3:8]. The catalyst class is: 9. (3) Reactant: C([SiH](CC)CC)C.FC(F)(F)C(O)=O.[C:15]([C:19]1[NH:20][C:21]2[C:26]([CH:27]=1)=[CH:25][C:24]([Cl:28])=[C:23]([O:29][CH3:30])[CH:22]=2)([CH3:18])([CH3:17])[CH3:16].[CH:31]([C:33]1[N:38]=[C:37]([C:39]([O:41][CH3:42])=[O:40])[CH:36]=[CH:35][CH:34]=1)=O.C(=O)([O-])O.[Na+]. Product: [C:15]([C:19]1[NH:20][C:21]2[C:26]([C:27]=1[CH2:31][C:33]1[N:38]=[C:37]([C:39]([O:41][CH3:42])=[O:40])[CH:36]=[CH:35][CH:34]=1)=[CH:25][C:24]([Cl:28])=[C:23]([O:29][CH3:30])[CH:22]=2)([CH3:18])([CH3:16])[CH3:17]. The catalyst class is: 46. (4) Reactant: [Br-].[CH3:2][C:3]1[CH:28]=[CH:27][CH:26]=[C:25]([CH3:29])[C:4]=1[CH2:5][P+](C1C=CC=CC=1)(C1C=CC=CC=1)C1C=CC=CC=1.CC(C)([O-])C.[K+].[F:36][C:37]1[C:42]([CH:43]=O)=[CH:41][C:40]([I:45])=[CH:39][CH:38]=1. Product: [F:36][C:37]1[CH:38]=[CH:39][C:40]([I:45])=[CH:41][C:42]=1/[CH:43]=[CH:5]/[C:4]1[C:25]([CH3:29])=[CH:26][CH:27]=[CH:28][C:3]=1[CH3:2].[F:36][C:37]1[CH:38]=[CH:39][C:40]([I:45])=[CH:41][C:42]=1/[CH:43]=[CH:5]\[C:4]1[C:25]([CH3:29])=[CH:26][CH:27]=[CH:28][C:3]=1[CH3:2]. The catalyst class is: 168. (5) Reactant: [H-].[Al+3].[Li+].[H-].[H-].[H-].[Br:7][C:8]1[CH:13]=[CH:12][C:11]([C:14]([CH3:21])([CH3:20])[C:15](OCC)=[O:16])=[CH:10][CH:9]=1. Product: [Br:7][C:8]1[CH:9]=[CH:10][C:11]([C:14]([CH3:21])([CH3:20])[CH2:15][OH:16])=[CH:12][CH:13]=1. The catalyst class is: 7. (6) Reactant: [H-].[Na+].C([O:16][C:17]([C:19]1[CH:24]=[CH:23][C:22]([OH:25])=[CH:21][N:20]=1)=[O:18])(C1C=CC=CC=1)C1C=CC=CC=1.Br[CH2:27][CH2:28][CH2:29][CH3:30]. Product: [CH2:27]([O:25][C:22]1[CH:23]=[CH:24][C:19]([C:17]([OH:16])=[O:18])=[N:20][CH:21]=1)[CH2:28][CH2:29][CH3:30]. The catalyst class is: 18. (7) Reactant: C(Cl)(=O)C(Cl)=O.[F:7][C:8]1[CH:9]=[C:10]([CH:14]=[C:15]([I:18])[C:16]=1[CH3:17])[C:11]([OH:13])=[O:12].CN(C)C=O.[CH3:24][C:25]([CH3:28])([O-])[CH3:26].[K+]. The catalyst class is: 7. Product: [F:7][C:8]1[CH:9]=[C:10]([CH:14]=[C:15]([I:18])[C:16]=1[CH3:17])[C:11]([O:13][C:25]([CH3:28])([CH3:26])[CH3:24])=[O:12]. (8) Reactant: [Br:1][C:2]1[CH:27]=[N:26][C:5]2[N:6]=[C:7]([O:13][CH2:14][CH:15]3[CH2:18][N:17](C(OC(C)(C)C)=O)[CH2:16]3)[C:8]3[N:9]([CH:10]=[N:11][N:12]=3)[C:4]=2[CH:3]=1.[ClH:28].O1CCOCC1. Product: [ClH:28].[NH:17]1[CH2:18][CH:15]([CH2:14][O:13][C:7]2[C:8]3[N:9]([CH:10]=[N:11][N:12]=3)[C:4]3[CH:3]=[C:2]([Br:1])[CH:27]=[N:26][C:5]=3[N:6]=2)[CH2:16]1. The catalyst class is: 2. (9) Reactant: [Cl:1][C:2]1[O:6][C:5]([CH2:7][C:8](OC)=[O:9])=[C:4]([C:12](OC)=[O:13])[CH:3]=1.[AlH4-].[Li+].C1COCC1. Product: [Cl:1][C:2]1[O:6][C:5]([CH2:7][CH2:8][OH:9])=[C:4]([CH2:12][OH:13])[CH:3]=1. The catalyst class is: 28. (10) Reactant: C(OC(=O)[NH:7][C:8]1[CH:13]=[CH:12][C:11]([N:14]2[CH:18]=[CH:17][CH:16]=[CH:15]2)=[CH:10][C:9]=1[NH2:19])(C)(C)C.[CH2:21]([O:23][C:24]([C:26]1[N:27]=[CH:28][O:29][C:30]=1[C:31]1[CH:36]=[CH:35][CH:34]=[C:33]([C:37]2OC(C)(C)O[C:41](=[O:43])[CH:42]=2)[CH:32]=1)=[O:25])[CH3:22].C(O)(C(F)(F)F)=O. Product: [CH2:21]([O:23][C:24]([C:26]1[N:27]=[CH:28][O:29][C:30]=1[C:31]1[CH:36]=[CH:35][CH:34]=[C:33]([C:37]2[CH2:42][C:41](=[O:43])[NH:19][C:9]3[CH:10]=[C:11]([N:14]4[CH:18]=[CH:17][CH:16]=[CH:15]4)[CH:12]=[CH:13][C:8]=3[N:7]=2)[CH:32]=1)=[O:25])[CH3:22]. The catalyst class is: 2.